This data is from Peptide-MHC class I binding affinity with 185,985 pairs from IEDB/IMGT. The task is: Regression. Given a peptide amino acid sequence and an MHC pseudo amino acid sequence, predict their binding affinity value. This is MHC class I binding data. (1) The peptide sequence is FTPSDYFPSV. The MHC is HLA-A02:07 with pseudo-sequence HLA-A02:07. The binding affinity (normalized) is 0.263. (2) The peptide sequence is MLQGRGPLK. The MHC is HLA-A03:01 with pseudo-sequence HLA-A03:01. The binding affinity (normalized) is 0.999. (3) The peptide sequence is VTIKYSNDNR. The MHC is HLA-A03:01 with pseudo-sequence HLA-A03:01. The binding affinity (normalized) is 0.146. (4) The peptide sequence is RLERWHSLIK. The MHC is Mamu-B03 with pseudo-sequence Mamu-B03. The binding affinity (normalized) is 0.311. (5) The peptide sequence is SAAIAGLF. The MHC is HLA-A02:06 with pseudo-sequence HLA-A02:06. The binding affinity (normalized) is 0. (6) The peptide sequence is VPAWLPLGI. The MHC is HLA-B48:01 with pseudo-sequence HLA-B48:01. The binding affinity (normalized) is 0.0847. (7) The peptide sequence is RPPLGNWFGCT. The MHC is Mamu-A01 with pseudo-sequence Mamu-A01. The binding affinity (normalized) is 0. (8) The peptide sequence is EVVMAYVGIK. The MHC is HLA-A03:01 with pseudo-sequence HLA-A03:01. The binding affinity (normalized) is 0.443. (9) The MHC is HLA-B15:09 with pseudo-sequence HLA-B15:09. The binding affinity (normalized) is 0.797. The peptide sequence is HKADEVRAL.